Dataset: Forward reaction prediction with 1.9M reactions from USPTO patents (1976-2016). Task: Predict the product of the given reaction. (1) The product is: [C:10]([CH2:12][C:13]1([N:3]2[CH2:8][CH2:7][C:6](=[O:9])[CH2:5][CH2:4]2)[CH2:16][N:15]([C:17]([O:19][C:20]([CH3:23])([CH3:22])[CH3:21])=[O:18])[CH2:14]1)#[N:11]. Given the reactants O.Cl.[NH:3]1[CH2:8][CH2:7][C:6](=[O:9])[CH2:5][CH2:4]1.[C:10]([CH:12]=[C:13]1[CH2:16][N:15]([C:17]([O:19][C:20]([CH3:23])([CH3:22])[CH3:21])=[O:18])[CH2:14]1)#[N:11].N12CCCN=C1CCCCC2, predict the reaction product. (2) Given the reactants [NH2:1][CH:2]1[CH2:7][CH2:6][CH:5]([N:8]2[C:12]3[CH:13]=[CH:14][C:15]([CH3:17])=[CH:16][C:11]=3[N:10]=[C:9]2[C:18]([OH:21])([CH3:20])[CH3:19])[CH2:4][CH2:3]1.[Cl:22][C:23]1[CH:24]=[C:25]2[C:29](=[CH:30][CH:31]=1)[CH2:28][CH:27]([CH:32]=O)[CH2:26]2, predict the reaction product. The product is: [Cl:22][C:23]1[CH:24]=[C:25]2[C:29](=[CH:30][CH:31]=1)[CH2:28][CH:27]([CH2:32][NH:1][C@@H:2]1[CH2:3][CH2:4][C@H:5]([N:8]3[C:12]4[CH:13]=[CH:14][C:15]([CH3:17])=[CH:16][C:11]=4[N:10]=[C:9]3[C:18]([OH:21])([CH3:19])[CH3:20])[CH2:6][CH2:7]1)[CH2:26]2. (3) Given the reactants BrC1C=C2C(=CC=1)C(Cl)=[N:7][C:6](Cl)=C2.[Cl:14][C:15]1[N:16]=[C:17]([C:34]2[C:39]([O:40][CH3:41])=[CH:38][C:37]([C:42]3[CH:47]=[CH:46][CH:45]=[C:44]([F:48])[CH:43]=3)=[C:36]([F:49])[CH:35]=2)[C:18]2[C:23]([CH:24]=1)=[CH:22][C:21]([S:25]([NH:28][C:29]1[CH:33]=[CH:32][O:31][N:30]=1)(=[O:27])=[O:26])=[CH:20][CH:19]=2.C([Zn]C#N)#N, predict the reaction product. The product is: [Cl:14][C:15]1[N:16]=[C:17]([C:34]2[C:39]([O:40][CH3:41])=[CH:38][C:37]([C:42]3[CH:47]=[CH:46][CH:45]=[C:44]([F:48])[CH:43]=3)=[C:36]([F:49])[CH:35]=2)[C:18]2[C:23]([CH:24]=1)=[CH:22][C:21]([S:25]([NH:28][C:29]1[CH:33]=[CH:32][O:31][N:30]=1)(=[O:27])=[O:26])=[CH:20][CH:19]=2.[C:6]([C:15]1[N:16]=[C:17]([C:34]2[C:39]([O:40][CH3:41])=[CH:38][C:37]([C:42]3[CH:47]=[CH:46][CH:45]=[C:44]([F:48])[CH:43]=3)=[C:36]([F:49])[CH:35]=2)[C:18]2[C:23]([CH:24]=1)=[CH:22][C:21]([S:25]([NH:28][C:29]1[CH:33]=[CH:32][O:31][N:30]=1)(=[O:27])=[O:26])=[CH:20][CH:19]=2)#[N:7].